This data is from Full USPTO retrosynthesis dataset with 1.9M reactions from patents (1976-2016). The task is: Predict the reactants needed to synthesize the given product. (1) Given the product [N:1]1([C:11]([O:13][C:14]([CH3:17])([CH3:16])[CH3:15])=[O:12])[C:10]2[C:5](=[CH:6][CH:7]=[CH:8][CH:9]=2)[NH:4][CH2:3][CH2:2]1, predict the reactants needed to synthesize it. The reactants are: [NH:1]1[C:10]2[C:5](=[CH:6][CH:7]=[CH:8][CH:9]=2)[NH:4][CH2:3][CH2:2]1.[C:11](O[C:11]([O:13][C:14]([CH3:17])([CH3:16])[CH3:15])=[O:12])([O:13][C:14]([CH3:17])([CH3:16])[CH3:15])=[O:12]. (2) Given the product [CH3:29][C:19]1[C:18]([NH:17][C:14]([C:3]2[C:2]([CH3:1])=[CH:7][CH:6]=[C:5]([C:8]3[CH:9]=[CH:10][CH:11]=[CH:12][CH:13]=3)[N:4]=2)=[O:16])=[C:27]([CH3:28])[CH:26]=[CH:25][C:20]=1[C:21]([O:23][CH3:24])=[O:22], predict the reactants needed to synthesize it. The reactants are: [CH3:1][C:2]1[C:3]([C:14]([OH:16])=O)=[N:4][C:5]([C:8]2[CH:13]=[CH:12][CH:11]=[CH:10][CH:9]=2)=[CH:6][CH:7]=1.[NH2:17][C:18]1[C:19]([CH3:29])=[C:20]([CH:25]=[CH:26][C:27]=1[CH3:28])[C:21]([O:23][CH3:24])=[O:22].CCN(C(C)C)C(C)C.CCCP1(OP(CCC)(=O)OP(CCC)(=O)O1)=O. (3) Given the product [CH3:1][O:2][C:3]1[CH:14]=[CH:13][C:6](/[CH:7]=[CH:8]/[S:9]([NH:23][C:20]2[CH:21]=[CH:22][C:17]([S:15](=[O:24])(=[O:16])[NH2:25])=[CH:18][CH:19]=2)(=[O:11])=[O:10])=[CH:5][CH:4]=1, predict the reactants needed to synthesize it. The reactants are: [CH3:1][O:2][C:3]1[CH:14]=[CH:13][C:6](/[CH:7]=[CH:8]/[S:9](Cl)(=[O:11])=[O:10])=[CH:5][CH:4]=1.[S:15]([NH2:25])(=[O:24])([C:17]1[CH:22]=[CH:21][C:20]([NH2:23])=[CH:19][CH:18]=1)=[O:16]. (4) Given the product [CH3:13][C:10]1[CH:11]=[CH:12][C:7]([C:6]2[N:2]([CH3:1])[N:3]=[C:4]([C:23]3[CH:24]=[CH:25][C:26]4[CH2:33][C@H:32]5[C@:34]6([CH2:38][N:37]([CH2:39][C:40]([F:43])([F:42])[F:41])[S:36](=[O:44])(=[O:45])[NH:35]6)[C@H:29]([CH2:30][CH2:31]5)[CH2:28][C:27]=4[CH:46]=3)[CH:5]=2)=[N:8][CH:9]=1, predict the reactants needed to synthesize it. The reactants are: [CH3:1][N:2]1[C:6]([C:7]2[CH:12]=[CH:11][C:10]([CH3:13])=[CH:9][N:8]=2)=[CH:5][C:4](Br)=[N:3]1.CC1(C)C(C)(C)OB([C:23]2[CH:24]=[CH:25][C:26]3[CH2:33][C@H:32]4[C@:34]5([CH2:38][N:37]([CH2:39][C:40]([F:43])([F:42])[F:41])[S:36](=[O:45])(=[O:44])[NH:35]5)[C@H:29]([CH2:30][CH2:31]4)[CH2:28][C:27]=3[CH:46]=2)O1.C(=O)([O-])[O-].[Cs+].[Cs+].